Dataset: Forward reaction prediction with 1.9M reactions from USPTO patents (1976-2016). Task: Predict the product of the given reaction. (1) Given the reactants [CH:1]([NH2:3])=O.N[C:5]1[CH:6]=[CH:7][C:8](/[C:13](/[C:21]2[CH:26]=[CH:25][C:24]([C:27]([CH3:30])([CH3:29])[CH3:28])=[CH:23][CH:22]=2)=[CH:14]/[C@@H:15]2[NH:19]C(=O)C[CH2:16]2)=[N:9][C:10]=1OC.C(O[BH-](O[C:41](=[O:43])[CH3:42])OC(=O)C)(=O)C.[Na+].[C:45](=[O:48])(O)[O-].[Na+].[C:50](#N)C, predict the reaction product. The product is: [C:27]([C:24]1[CH:25]=[CH:26][C:21](/[C:13](/[C:8]2[CH:7]=[CH:6][C:5]([N:3]([CH3:1])[CH3:50])=[C:10]([O:48][CH3:45])[N:9]=2)=[CH:14]\[C@@H:15]2[NH:19][C:41](=[O:43])[CH2:42][CH2:16]2)=[CH:22][CH:23]=1)([CH3:28])([CH3:29])[CH3:30]. (2) Given the reactants [Br:1][C:2]1[CH:19]=[CH:18][C:5]([CH2:6][N:7]2[C:11]3[CH:12]=[C:13]([CH3:16])[CH:14]=[CH:15][C:10]=3[NH:9][C:8]2=[NH:17])=[CH:4][CH:3]=1.Br[CH2:21][CH2:22][CH2:23][O:24][C:25]1[CH:30]=[CH:29][C:28]([F:31])=[CH:27][CH:26]=1, predict the reaction product. The product is: [BrH:1].[Br:1][C:2]1[CH:19]=[CH:18][C:5]([CH2:6][N:7]2[C:11]3[CH:12]=[C:13]([CH3:16])[CH:14]=[CH:15][C:10]=3[N:9]([CH2:21][CH2:22][CH2:23][O:24][C:25]3[CH:26]=[CH:27][C:28]([F:31])=[CH:29][CH:30]=3)[C:8]2=[NH:17])=[CH:4][CH:3]=1.